From a dataset of Catalyst prediction with 721,799 reactions and 888 catalyst types from USPTO. Predict which catalyst facilitates the given reaction. (1) Reactant: [NH:1](C(OCC1C2C(=CC=CC=2)C2C1=CC=CC=2)=O)[C@H:2]([C:8]([OH:10])=[O:9])[CH2:3][CH2:4][C:5](=[O:7])[OH:6].[C:28]([NH:31][C:32]1[C:40]([Cl:41])=[CH:39][C:35]([C:36]([OH:38])=O)=[C:34]([O:42][CH3:43])[CH:33]=1)(=[O:30])[CH3:29].CN(C(ON1N=NC2C=CC=CC1=2)=[N+](C)C)C.[B-](F)(F)(F)F.C1C=CC2N(O)N=NC=2C=1.CCN(C(C)C)C(C)C. Product: [C:28]([NH:31][C:32]1[C:40]([Cl:41])=[CH:39][C:35]([C:36]([NH:1][C@H:2]([C:8]([OH:10])=[O:9])[CH2:3][CH2:4][C:5]([OH:7])=[O:6])=[O:38])=[C:34]([O:42][CH3:43])[CH:33]=1)(=[O:30])[CH3:29]. The catalyst class is: 3. (2) Reactant: [C:1]1([CH:7]2[CH2:16][CH2:15][C:14]3[C:9](=[CH:10][CH:11]=[C:12]([O:17][C:18]4[CH:26]=[CH:25][C:21]([C:22]([NH2:24])=O)=[CH:20][N:19]=4)[CH:13]=3)[O:8]2)[CH:6]=[CH:5][CH:4]=[CH:3][CH:2]=1.B.[ClH:28]. Product: [ClH:28].[C:1]1([CH:7]2[CH2:16][CH2:15][C:14]3[C:9](=[CH:10][CH:11]=[C:12]([O:17][C:18]4[N:19]=[CH:20][C:21]([CH2:22][NH2:24])=[CH:25][CH:26]=4)[CH:13]=3)[O:8]2)[CH:2]=[CH:3][CH:4]=[CH:5][CH:6]=1.[C:1]1([CH:7]2[CH2:16][CH2:15][C:14]3[C:9](=[CH:10][CH:11]=[C:12]([O:17][C:18]4[N:19]=[CH:20][C:21]([CH2:22][NH2:24])=[CH:25][CH:26]=4)[CH:13]=3)[O:8]2)[CH:2]=[CH:3][CH:4]=[CH:5][CH:6]=1. The catalyst class is: 1. (3) Reactant: [Cl:1][C:2]1[CH:7]=[CH:6][C:5]([NH:8][C:9]2[CH:14]=[N:13][CH:12]=[C:11]([Cl:15])[N:10]=2)=[CH:4][CH:3]=1.[C:16](O[C:16]([O:18][C:19]([CH3:22])([CH3:21])[CH3:20])=[O:17])([O:18][C:19]([CH3:22])([CH3:21])[CH3:20])=[O:17]. Product: [C:19]([O:18][C:16](=[O:17])[N:8]([C:5]1[CH:4]=[CH:3][C:2]([Cl:1])=[CH:7][CH:6]=1)[C:9]1[CH:14]=[N:13][CH:12]=[C:11]([Cl:15])[N:10]=1)([CH3:22])([CH3:21])[CH3:20]. The catalyst class is: 367.